Dataset: Catalyst prediction with 721,799 reactions and 888 catalyst types from USPTO. Task: Predict which catalyst facilitates the given reaction. (1) Reactant: [CH3:1][C:2]1[S:6][C:5]([N:7]2[C:15](=[O:16])[C:14]3[C:9](=[CH:10][CH:11]=[CH:12][CH:13]=3)[C:8]2=[O:17])=[N:4][CH:3]=1.[Br:18]N1C(=O)CCC1=O. Product: [Br:18][C:3]1[N:4]=[C:5]([N:7]2[C:15](=[O:16])[C:14]3[C:9](=[CH:10][CH:11]=[CH:12][CH:13]=3)[C:8]2=[O:17])[S:6][C:2]=1[CH3:1]. The catalyst class is: 299. (2) Reactant: [OH:1][CH2:2][C:3]([CH3:9])([CH3:8])[C:4]([O:6][CH3:7])=[O:5].[H-].[Na+].[CH3:12][O:13][CH2:14][CH2:15]Br. Product: [CH3:7][O:6][C:4](=[O:5])[C:3]([CH3:9])([CH3:8])[CH2:2][O:1][CH2:15][CH2:14][O:13][CH3:12]. The catalyst class is: 3. (3) Reactant: [NH:1]1[C:5]2[CH:6]=[CH:7][C:8]([C:10]([O:12][CH3:13])=[O:11])=[CH:9][C:4]=2[N:3]=[CH:2]1.[O:14]1[CH:19]=[CH:18][CH2:17][CH2:16][CH2:15]1.[C@]12(CS(O)(=O)=O)C(C)(C)C(CC1)CC2=O.CCOC(C)=O. Product: [O:14]1[CH2:19][CH2:18][CH2:17][CH2:16][CH:15]1[N:1]1[C:5]2[CH:6]=[CH:7][C:8]([C:10]([O:12][CH3:13])=[O:11])=[CH:9][C:4]=2[N:3]=[CH:2]1. The catalyst class is: 20. (4) Reactant: [H-].[Na+].[Cl:3][C:4]1[CH:11]=[C:10]([NH:12][C@H:13]2[CH2:17][C:16](=[O:18])[N:15]([CH3:19])[CH2:14]2)[CH:9]=[CH:8][C:5]=1[C:6]#[N:7].Br[CH2:21][C:22]1[CH:27]=[CH:26][CH:25]=[CH:24][C:23]=1[Cl:28]. Product: [Cl:3][C:4]1[CH:11]=[C:10]([N:12]([CH2:21][C:22]2[CH:27]=[CH:26][CH:25]=[CH:24][C:23]=2[Cl:28])[C@H:13]2[CH2:17][C:16](=[O:18])[N:15]([CH3:19])[CH2:14]2)[CH:9]=[CH:8][C:5]=1[C:6]#[N:7]. The catalyst class is: 3. (5) Reactant: Br[C:2]1[C:10]2[C:9]([NH:11][C@H:12]([C:14]3[N:19]([C:20]4[CH:25]=[CH:24][CH:23]=[CH:22][CH:21]=4)[C:18](=[O:26])[C:17]4=[C:27]([CH3:30])[CH:28]=[CH:29][N:16]4[N:15]=3)[CH3:13])=[N:8][CH:7]=[N:6][C:5]=2[N:4]([CH2:31][O:32][CH2:33][CH2:34][Si:35]([CH3:38])([CH3:37])[CH3:36])[CH:3]=1.[OH:39][C:40]1[CH:45]=[CH:44][C:43]([NH:46][S:47]([CH3:50])(=[O:49])=[O:48])=[CH:42][C:41]=1B(O)O.C(=O)([O-])[O-].[Na+].[Na+]. Product: [OH:39][C:40]1[CH:45]=[CH:44][C:43]([NH:46][S:47]([CH3:50])(=[O:49])=[O:48])=[CH:42][C:41]=1[C:2]1[C:10]2[C:9]([NH:11][C@H:12]([C:14]3[N:19]([C:20]4[CH:25]=[CH:24][CH:23]=[CH:22][CH:21]=4)[C:18](=[O:26])[C:17]4=[C:27]([CH3:30])[CH:28]=[CH:29][N:16]4[N:15]=3)[CH3:13])=[N:8][CH:7]=[N:6][C:5]=2[N:4]([CH2:31][O:32][CH2:33][CH2:34][Si:35]([CH3:38])([CH3:37])[CH3:36])[CH:3]=1. The catalyst class is: 235. (6) Product: [NH2:8][CH2:16][CH:17]1[CH2:22][NH:21][C:20](=[O:23])[CH2:19][O:18]1. The catalyst class is: 320. Reactant: C([N:8]([CH2:16][CH:17]1[CH2:22][NH:21][C:20](=[O:23])[CH2:19][O:18]1)CC1C=CC=CC=1)C1C=CC=CC=1. (7) Reactant: [Cl:1][C:2]1[N:7]=[C:6]([Cl:8])[C:5]([OH:9])=[C:4]([Cl:10])[N:3]=1.C([CH:13](O)[C:14]([O-:16])=[O:15])C.[C:18]1(P(C2C=CC=CC=2)C2C=CC=CC=2)C=CC=C[CH:19]=1.CC(OC(/N=N/C(OC(C)C)=O)=O)C. Product: [CH2:18]([O:16][C:14](=[O:15])[CH2:13][O:9][C:5]1[C:4]([Cl:10])=[N:3][C:2]([Cl:1])=[N:7][C:6]=1[Cl:8])[CH3:19]. The catalyst class is: 12.